Dataset: Experimentally validated miRNA-target interactions with 360,000+ pairs, plus equal number of negative samples. Task: Binary Classification. Given a miRNA mature sequence and a target amino acid sequence, predict their likelihood of interaction. (1) The miRNA is hsa-miR-6830-5p with sequence CCAAGGAAGGAGGCUGGACAUC. The protein sequence of the target gene is MALVASVRVPARVLLRAGARLPGAALGRTERAAGGGDGARRFGSQRVLVEPDAGAGVAVMKFKNPPVNSLSLEFLTELVISLEKLENDKSFRGVILTSDRPGVFSAGLDLTEMCGRSPAHYAGYWKAVQELWLRLYQSNLVLVSAINGACPAGGCLVALTCDYRILADNPRYCIGLNETQLGIIAPFWLKDTLENTIGHRAAERALQLGLLFPPAEALQVGIVDQVVPEEQVQSTALSAIAQWMAIPDHARQLTKAMMRKATASRLVTQRDADVQNFVSFISKDSIQKSLQMYLERLKEE.... Result: 0 (no interaction). (2) The miRNA is hsa-miR-145-5p with sequence GUCCAGUUUUCCCAGGAAUCCCU. The protein sequence of the target gene is MESVKQRILAPGKEGIKNFAGKSLGQIYRVLEKKQDNRETIELTEDGKPLEVPEKKAPLCDCTCFGLPRRYIIAIMSGLGFCISFGIRCNLGVAIVDMVNNSTIHRGGKVIKEKAKFNWDPETVGMIHGSFFWGYIITQIPGGYIASRLAANRVFGAAILLTSTLNMLIPSAARVHYGCVIFVRILQGLVEGVTYPACHGIWSKWAPPLERSRLATTSFCGSYAGAVIAMPLAGILVQYTGWSSVFYVYGSFGMVWYMFWLLVSYESPAKHPTITDEERRYIEESIGESANLLGAMEKFK.... Result: 0 (no interaction). (3) The miRNA is hsa-miR-6726-5p with sequence CGGGAGCUGGGGUCUGCAGGU. The protein sequence of the target gene is MGRLHCTEDPVPEAVGGDMQQLNQLGAQQFSALTEVLFHFLTEPKEVERFLAQLSEFATTNQISLGSLRSIVKSLLLVPNGALKKSLTAKQVQADFITLGLSEEKATYFSEKWKQNAPTLARWAIGQTLMINQLIDMEWKFGVTSGSSELEKVGSIFLQLKLVVKKGNQTENVYIELTLPQFYSFLHEMERVRTSMECFC. Result: 0 (no interaction).